Dataset: Forward reaction prediction with 1.9M reactions from USPTO patents (1976-2016). Task: Predict the product of the given reaction. (1) The product is: [NH2:30][C:26]1[N:25]=[C:24]([NH:23][C:16]2[CH:17]=[C:18]3[C:22](=[C:14]([C:11]4[NH:12][C:13]5[C:9]([CH:10]=4)=[CH:8][CH:7]=[CH:6][C:5]=5[CH2:3][OH:2])[CH:15]=2)[NH:21][N:20]=[CH:19]3)[CH:29]=[CH:28][N:27]=1. Given the reactants C[O:2][C:3]([C:5]1[CH:6]=[CH:7][CH:8]=[C:9]2[C:13]=1[NH:12][C:11]([C:14]1[CH:15]=[C:16]([NH:23][C:24]3[CH:29]=[CH:28][N:27]=[C:26]([NH2:30])[N:25]=3)[CH:17]=[C:18]3[C:22]=1[NH:21][N:20]=[CH:19]3)=[CH:10]2)=O.[H-].[Al+3].[Li+].[H-].[H-].[H-], predict the reaction product. (2) Given the reactants [C:1](OC(=O)NC(C1C=C(C)SN=1)C)(C)(C)C.[Cl:17][C:18]1[CH:23]=[CH:22][C:21]([S:24]([NH:27][CH:28]([C:30]2[CH:34]=[C:33]([CH3:35])[S:32][N:31]=2)[CH3:29])(=[O:26])=[O:25])=[CH:20][CH:19]=1.C(OC(=O)NC(C1C=C(CC)SN=1)C)(C)(C)C, predict the reaction product. The product is: [Cl:17][C:18]1[CH:23]=[CH:22][C:21]([S:24]([NH:27][CH:28]([C:30]2[CH:34]=[C:33]([CH2:35][CH3:1])[S:32][N:31]=2)[CH3:29])(=[O:25])=[O:26])=[CH:20][CH:19]=1. (3) Given the reactants [NH2:1][CH2:2][C:3]1[CH:4]=[CH:5][C:6]([C:34]([F:37])([F:36])[F:35])=[C:7]([NH:9][C:10]2[NH:14][C:13]3[CH:15]=[C:16]([O:32][CH3:33])[C:17]([C:19]([NH:21][C@H:22]4[CH2:27][CH2:26][C@H:25]([C:28]([F:31])([F:30])[F:29])[CH2:24][CH2:23]4)=[O:20])=[CH:18][C:12]=3[N:11]=2)[CH:8]=1.[C:38]([O:42][C:43]([NH:45][CH:46]([C:50]([F:53])([F:52])[F:51])[C:47](O)=[O:48])=[O:44])([CH3:41])([CH3:40])[CH3:39].CN(C(ON1N=NC2C=CC=CC1=2)=[N+](C)C)C.[B-](F)(F)(F)F, predict the reaction product. The product is: [C:38]([O:42][C:43]([NH:45][CH:46]([C:50]([F:51])([F:52])[F:53])[C:47]([NH:1][CH2:2][C:3]1[CH:4]=[CH:5][C:6]([C:34]([F:36])([F:37])[F:35])=[C:7]([NH:9][C:10]2[NH:14][C:13]3[CH:15]=[C:16]([O:32][CH3:33])[C:17]([C:19]([NH:21][C@H:22]4[CH2:27][CH2:26][C@H:25]([C:28]([F:29])([F:30])[F:31])[CH2:24][CH2:23]4)=[O:20])=[CH:18][C:12]=3[N:11]=2)[CH:8]=1)=[O:48])=[O:44])([CH3:41])([CH3:39])[CH3:40]. (4) Given the reactants [Cl:1][C:2]1[CH:9]=[CH:8][C:5]([NH:6][CH3:7])=[CH:4][CH:3]=1.[CH3:10][S:11](Cl)(=[O:13])=[O:12], predict the reaction product. The product is: [CH3:7][N:6]([S:11]([CH3:10])(=[O:13])=[O:12])[C:5]1[CH:8]=[CH:9][C:2]([Cl:1])=[CH:3][CH:4]=1. (5) The product is: [ClH:40].[ClH:40].[CH3:1][C@H:2]1[C:10]2[C:9]([N:11]3[C:31]4[C:26](=[C:27]([CH2:32][NH:33][C:34]5[N:35]=[CH:36][CH:37]=[CH:38][N:39]=5)[CH:28]=[CH:29][CH:30]=4)[C:13]4([CH2:18][CH2:17][NH:16][CH2:15][CH2:14]4)[CH2:12]3)=[N:8][CH:7]=[N:6][C:5]=2[CH2:4][CH2:3]1. Given the reactants [CH3:1][C@H:2]1[C:10]2[C:9]([N:11]3[C:31]4[C:26](=[C:27]([CH2:32][NH:33][C:34]5[N:39]=[CH:38][CH:37]=[CH:36][N:35]=5)[CH:28]=[CH:29][CH:30]=4)[C:13]4([CH2:18][CH2:17][N:16](C(OC(C)(C)C)=O)[CH2:15][CH2:14]4)[CH2:12]3)=[N:8][CH:7]=[N:6][C:5]=2[CH2:4][CH2:3]1.[ClH:40], predict the reaction product. (6) The product is: [C:41]([C@@H:45]1[NH:69][CH2:68][CH2:67][CH2:66][CH2:65][CH2:64][CH2:63][C:62]2[CH:70]=[C:58]([CH:59]=[CH:60][CH:61]=2)[C:57]2=[CH:71][C:53](=[CH:54][CH:55]=[CH:56]2)[CH2:52][O:51][C@H:50]2[CH2:72][N:47]([C@H:48]([C:73]([NH:16][C@:11]3([C:9]([NH:8][S:5]([CH:2]4[CH2:4][CH2:3]4)(=[O:7])=[O:6])=[O:10])[CH2:13][C@H:12]3[CH:14]=[CH2:15])=[O:74])[CH2:49]2)[C:46]1=[O:76])([CH3:44])([CH3:42])[CH3:43]. Given the reactants [Cl-].[CH:2]1([S:5]([NH:8][C:9]([C@@:11]2([NH3+:16])[CH2:13][C@H:12]2[CH:14]=[CH2:15])=[O:10])(=[O:7])=[O:6])[CH2:4][CH2:3]1.CN(C(ON1N=NC2C=CC=NC1=2)=[N+](C)C)C.F[P-](F)(F)(F)(F)F.[C:41]([C@@H:45]1[NH:69][CH2:68][CH2:67][CH2:66][CH2:65][CH2:64][CH2:63][C:62]2[CH:70]=[C:58]([CH:59]=[CH:60][CH:61]=2)[C:57]2=[CH:71][C:53](=[CH:54][CH:55]=[CH:56]2)[CH2:52][O:51][C@H:50]2[CH2:72][N:47]([C@H:48]([C:73](O)=[O:74])[CH2:49]2)[C:46]1=[O:76])([CH3:44])([CH3:43])[CH3:42].CCN(C(C)C)C(C)C, predict the reaction product.